The task is: Predict the reaction yield, written as a fraction of the theoretical maximum amount of product (1.0 means a 100% yield; for example, 0.34 means a 34% yield).. This data is from Reaction yield outcomes from USPTO patents with 853,638 reactions. (1) The reactants are [NH:1]1[C:5]2[CH:6]=[CH:7][CH:8]=[CH:9][C:4]=2[N:3]=[C:2]1[C:10]([N:12]1[CH2:15][CH:14]([C:16]2[C:21]([N:22]3[CH2:27][CH2:26][CH:25]([OH:28])[CH2:24][CH2:23]3)=[N:20][CH:19]=[CH:18][N:17]=2)[CH2:13]1)=[O:11].CC(OI1(OC(C)=O)(OC(C)=O)OC(=O)C2C=CC=CC1=2)=O.CCOCC.CCOC(C)=O. The catalyst is C(Cl)Cl. The product is [NH:1]1[C:5]2[CH:6]=[CH:7][CH:8]=[CH:9][C:4]=2[N:3]=[C:2]1[C:10]([N:12]1[CH2:13][CH:14]([C:16]2[C:21]([N:22]3[CH2:27][CH2:26][C:25](=[O:28])[CH2:24][CH2:23]3)=[N:20][CH:19]=[CH:18][N:17]=2)[CH2:15]1)=[O:11]. The yield is 0.850. (2) The reactants are [CH:1]1([NH:6][C:7]2[CH:8]=[CH:9][CH:10]=[C:11]3[C:15]=2[NH:14][C:13]([C:16]2[S:17][CH2:18][C@@H:19]([CH2:21][C:22]([OH:24])=O)[N:20]=2)=[CH:12]3)[CH2:5][CH2:4][CH2:3][CH2:2]1.O[NH:26][C:27]([N:29]1[CH2:34][CH2:33][CH2:32][CH2:31][CH2:30]1)=[NH:28]. No catalyst specified. The product is [CH:1]1([NH:6][C:7]2[CH:8]=[CH:9][CH:10]=[C:11]3[C:15]=2[NH:14][C:13]([C:16]2[S:17][CH2:18][C@@H:19]([CH2:21][C:22]4[O:24][N:28]=[C:27]([N:29]5[CH2:34][CH2:33][CH2:32][CH2:31][CH2:30]5)[N:26]=4)[N:20]=2)=[CH:12]3)[CH2:5][CH2:4][CH2:3][CH2:2]1. The yield is 0.540. (3) The product is [N+:1]([C:4]1[CH:5]=[CH:6][C:7]([O:10][CH2:11][C@@H:12]([OH:14])[CH2:13][NH:25][CH2:24][CH2:23][C:18]2[CH:19]=[CH:20][C:21]([Cl:22])=[C:16]([Cl:15])[CH:17]=2)=[CH:8][CH:9]=1)([O-:3])=[O:2]. The catalyst is C(O)C. The yield is 0.770. The reactants are [N+:1]([C:4]1[CH:9]=[CH:8][C:7]([O:10][CH2:11][C@H:12]2[O:14][CH2:13]2)=[CH:6][CH:5]=1)([O-:3])=[O:2].[Cl:15][C:16]1[CH:17]=[C:18]([CH2:23][CH2:24][NH2:25])[CH:19]=[CH:20][C:21]=1[Cl:22]. (4) The reactants are C([N:3]([CH2:6][CH3:7])[CH2:4]C)C.[C:8]([OH:12])([CH3:11])([CH3:10])[CH3:9].[CH3:13][O:14][C:15]1[C:23]([O:24][CH3:25])=CC=C[C:16]=1[C:17](O)=O.C1C=CC(P(N=[N+]=[N-])(C2C=CC=CC=2)=[O:33])=CC=1. The catalyst is O1CCOCC1. The product is [CH3:25][O:24][C:23]1[C:15]([O:14][CH3:13])=[CH:16][CH:17]=[CH:7][C:6]=1[NH:3][C:4](=[O:33])[O:12][C:8]([CH3:11])([CH3:10])[CH3:9]. The yield is 0.610.